From a dataset of Catalyst prediction with 721,799 reactions and 888 catalyst types from USPTO. Predict which catalyst facilitates the given reaction. (1) Reactant: Cl[C:2]1[C:7]([C:8]([NH:10][C:11]2[CH:16]=[CH:15][C:14]([Cl:17])=[CH:13][N:12]=2)=[O:9])=[CH:6][CH:5]=[CH:4][N:3]=1.[CH3:18][N:19]1[CH2:25][CH2:24][CH2:23][N:22]([C:26]2[CH:33]=[CH:32][C:29]([CH2:30][NH2:31])=[CH:28][CH:27]=2)[CH2:21][CH2:20]1.[OH-].[Na+]. Product: [CH3:18][N:19]1[CH2:25][CH2:24][CH2:23][N:22]([C:26]2[CH:33]=[CH:32][C:29]([CH2:30][NH:31][C:2]3[C:7]([C:8]([NH:10][C:11]4[CH:16]=[CH:15][C:14]([Cl:17])=[CH:13][N:12]=4)=[O:9])=[CH:6][CH:5]=[CH:4][N:3]=3)=[CH:28][CH:27]=2)[CH2:21][CH2:20]1. The catalyst class is: 58. (2) Reactant: [CH3:1][O:2][C:3]([CH2:5]P(OC)(OC)=O)=[O:4].C1CCN2C(=NCCC2)CC1.[Li+].[Cl-].[O:25]([C:32]1[CH:33]=[C:34]([C:38]23[CH2:45][CH2:44][C:41]([CH2:46][CH2:47][CH2:48][CH:49]=O)([CH2:42][CH2:43]2)[CH2:40][O:39]3)[CH:35]=[CH:36][CH:37]=1)[C:26]1[CH:31]=[CH:30][CH:29]=[CH:28][CH:27]=1. Product: [O:25]([C:32]1[CH:33]=[C:34]([C:38]23[CH2:45][CH2:44][C:41]([CH2:46][CH2:47][CH2:48]/[CH:49]=[CH:5]/[C:3]([O:2][CH3:1])=[O:4])([CH2:42][CH2:43]2)[CH2:40][O:39]3)[CH:35]=[CH:36][CH:37]=1)[C:26]1[CH:27]=[CH:28][CH:29]=[CH:30][CH:31]=1. The catalyst class is: 23.